The task is: Predict the reactants needed to synthesize the given product.. This data is from Full USPTO retrosynthesis dataset with 1.9M reactions from patents (1976-2016). (1) Given the product [C:1]1([S:7]([N:10]2[C:14]3=[N:15][CH:16]=[CH:17][CH:18]=[C:13]3[CH:12]=[C:11]2[CH:48]([OH:49])[CH2:47][C:46]([CH3:51])([CH3:50])[CH3:45])(=[O:9])=[O:8])[CH:2]=[CH:3][CH:4]=[CH:5][CH:6]=1, predict the reactants needed to synthesize it. The reactants are: [C:1]1([S:7]([N:10]2[C:14]3=[N:15][CH:16]=[CH:17][CH:18]=[C:13]3[CH:12]=[CH:11]2)(=[O:9])=[O:8])[CH:6]=[CH:5][CH:4]=[CH:3][CH:2]=1.C([N-]C(C)C)(C)C.[Li+].C([Li])CCC.CCCCCC.C(NC(C)C)(C)C.[CH3:45][C:46]([CH3:51])([CH3:50])[CH2:47][CH:48]=[O:49]. (2) Given the product [F:8][C:7]1[C:2]([N:25]2[CH:26]=[CH:27][C:23]([C:22]([F:29])([F:28])[F:21])=[N:24]2)=[N:3][C:4]([O:11][C:12]2[CH:16]=[C:15]([C:17]([F:20])([F:19])[F:18])[S:14][CH:13]=2)=[C:5]([F:10])[C:6]=1[CH3:9], predict the reactants needed to synthesize it. The reactants are: F[C:2]1[C:7]([F:8])=[C:6]([CH3:9])[C:5]([F:10])=[C:4]([O:11][C:12]2[CH:16]=[C:15]([C:17]([F:20])([F:19])[F:18])[S:14][CH:13]=2)[N:3]=1.[F:21][C:22]([F:29])([F:28])[C:23]1[CH:27]=[CH:26][NH:25][N:24]=1.C(=O)([O-])[O-].[K+].[K+]. (3) Given the product [C:5]([C:9]1[CH:10]=[C:11]([CH:19]=[CH:20][C:21]2[CH:22]=[C:23]([CH:24]=[CH:46][C:47]3[CH:54]=[CH:53][C:50]([CH3:51])=[CH:49][CH:48]=3)[CH:26]=[C:27]([CH:29]=[CH:30][C:31]3[CH:36]=[C:35]([C:37]([CH3:40])([CH3:39])[CH3:38])[CH:34]=[C:33]([C:41]([CH3:44])([CH3:43])[CH3:42])[CH:32]=3)[CH:28]=2)[CH:12]=[C:13]([C:15]([CH3:18])([CH3:17])[CH3:16])[CH:14]=1)([CH3:8])([CH3:7])[CH3:6], predict the reactants needed to synthesize it. The reactants are: [O-]CC.[Li+].[C:5]([C:9]1[CH:10]=[C:11]([CH:19]=[CH:20][C:21]2[CH:22]=[C:23]([CH:26]=[C:27]([CH:29]=[CH:30][C:31]3[CH:36]=[C:35]([C:37]([CH3:40])([CH3:39])[CH3:38])[CH:34]=[C:33]([C:41]([CH3:44])([CH3:43])[CH3:42])[CH:32]=3)[CH:28]=2)[CH:24]=O)[CH:12]=[C:13]([C:15]([CH3:18])([CH3:17])[CH3:16])[CH:14]=1)([CH3:8])([CH3:7])[CH3:6].[Cl-].[CH3:46][C:47]1[CH:54]=[CH:53][C:50]([CH2:51][PH3+])=[CH:49][CH:48]=1.II. (4) Given the product [CH3:21][C:4]1[C:3]2[C:7](=[CH:8][CH:9]=[CH:10][C:2]=2[B:25]2[O:26][C:27]([CH3:29])([CH3:28])[C:23]([CH3:39])([CH3:22])[O:24]2)[N:6]([S:11]([C:14]2[CH:20]=[CH:19][C:17]([CH3:18])=[CH:16][CH:15]=2)(=[O:13])=[O:12])[CH:5]=1, predict the reactants needed to synthesize it. The reactants are: Br[C:2]1[CH:10]=[CH:9][CH:8]=[C:7]2[C:3]=1[C:4]([CH3:21])=[CH:5][N:6]2[S:11]([C:14]1[CH:20]=[CH:19][C:17]([CH3:18])=[CH:16][CH:15]=1)(=[O:13])=[O:12].[CH3:22][C:23]1([CH3:39])[C:27]([CH3:29])([CH3:28])[O:26][B:25]([B:25]2[O:26][C:27]([CH3:29])([CH3:28])[C:23]([CH3:39])([CH3:22])[O:24]2)[O:24]1.C([O-])(=O)C.[K+].C(Cl)Cl. (5) Given the product [F:13][C:14]1[C:22]([F:23])=[C:21]([F:24])[CH:20]=[C:19]([F:25])[C:15]=1[C:1]([O:7][C:8]([CH3:9])([CH3:10])[CH3:11])=[O:12], predict the reactants needed to synthesize it. The reactants are: [C:1](=[O:12])([O:7][C:8]([CH3:11])([CH3:10])[CH3:9])OC(C)(C)C.[F:13][C:14]1[C:22]([F:23])=[C:21]([F:24])[CH:20]=[C:19]([F:25])[C:15]=1C(O)=O. (6) Given the product [F:9][C:3]1[C:4]([CH3:8])=[CH:5][CH:6]=[CH:7][C:2]=1/[N:1]=[C:11](\[CH2:16][C:17]([O:19][CH3:20])=[O:18])/[C:12]([O:14][CH3:15])=[O:13], predict the reactants needed to synthesize it. The reactants are: [NH2:1][C:2]1[C:3]([F:9])=[C:4]([CH3:8])[CH:5]=[CH:6][CH:7]=1.O=[C:11]([CH2:16][C:17]([O:19][CH3:20])=[O:18])[C:12]([O:14][CH3:15])=[O:13]. (7) Given the product [C:1]([O:5][C:6](=[O:30])[CH2:7][O:8][C:9]1[CH:18]=[CH:17][C:16]([Cl:19])=[C:15]2[C:10]=1[C:11]([CH3:29])=[C:12]([CH2:21][C:22]1[CH:23]=[CH:24][C:25]([Br:28])=[CH:26][CH:27]=1)[C:13]([O:20][CH:32]([F:34])[F:33])=[N:14]2)([CH3:4])([CH3:2])[CH3:3], predict the reactants needed to synthesize it. The reactants are: [C:1]([O:5][C:6](=[O:30])[CH2:7][O:8][C:9]1[CH:18]=[CH:17][C:16]([Cl:19])=[C:15]2[C:10]=1[C:11]([CH3:29])=[C:12]([CH2:21][C:22]1[CH:27]=[CH:26][C:25]([Br:28])=[CH:24][CH:23]=1)[C:13](=[O:20])[NH:14]2)([CH3:4])([CH3:3])[CH3:2].Cl[CH:32]([F:34])[F:33]. (8) Given the product [N:35]1([CH2:31][C:29]2[C:28]([CH3:33])=[N:27][N:26]([C:3]3[C:2]([F:1])=[CH:7][N:6]=[C:5]([NH:8][C:9]4[C:10]([O:24][CH3:25])=[CH:11][C:12]([N:18]5[CH2:19][CH2:20][O:21][CH2:22][CH2:23]5)=[C:13]([NH:15][C:10](=[O:24])[CH:9]=[CH2:14])[CH:14]=4)[N:4]=3)[CH:30]=2)[CH2:38][CH2:37][CH2:36]1, predict the reactants needed to synthesize it. The reactants are: [F:1][C:2]1[C:3]([N:26]2[CH:30]=[C:29]([CH:31]=O)[C:28]([CH3:33])=[N:27]2)=[N:4][C:5]([NH:8][C:9]2[CH:14]=[C:13]([N+:15]([O-])=O)[C:12]([N:18]3[CH2:23][CH2:22][O:21][CH2:20][CH2:19]3)=[CH:11][C:10]=2[O:24][CH3:25])=[N:6][CH:7]=1.Cl.[NH:35]1[CH2:38][CH2:37][CH2:36]1.